This data is from Forward reaction prediction with 1.9M reactions from USPTO patents (1976-2016). The task is: Predict the product of the given reaction. (1) Given the reactants [F:1][C:2]1[C:7]([F:8])=[CH:6][C:5]([F:9])=[C:4]([F:10])[C:3]=1[NH:11][C:12]1[CH:17]=[CH:16][C:15]([CH2:18][CH3:19])=[CH:14][CH:13]=1.[Cl:20][CH2:21][C:22](Cl)=[O:23].O1CCCC1.C(=O)(O)[O-].[Na+], predict the reaction product. The product is: [F:1][C:2]1[C:7]([F:8])=[CH:6][C:5]([F:9])=[C:4]([F:10])[C:3]=1[N:11]([C:22](=[O:23])[CH2:21][Cl:20])[C:12]1[CH:17]=[CH:16][C:15]([CH2:18][CH3:19])=[CH:14][CH:13]=1. (2) The product is: [OH:25][CH2:24][CH2:23][CH2:22][NH:1][C:2]1[CH:10]=[C:9]2[C:5]([CH2:6][O:7][C:8]2=[C:11]2[C:19]3[C:14](=[CH:15][CH:16]=[CH:17][CH:18]=3)[NH:13][C:12]2=[O:20])=[CH:4][CH:3]=1. Given the reactants [NH2:1][C:2]1[CH:10]=[C:9]2[C:5]([CH2:6][O:7][C:8]2=[C:11]2[C:19]3[C:14](=[CH:15][CH:16]=[CH:17][CH:18]=3)[NH:13][C:12]2=[O:20])=[CH:4][CH:3]=1.Br[CH2:22][CH2:23][CH2:24][OH:25], predict the reaction product. (3) Given the reactants [CH3:1][O:2][C:3]1[N:8]=[C:7]2[C:9]([C:13]3[N:23]([S:24]([C:27]4[CH:32]=[CH:31][C:30]([CH3:33])=[CH:29][CH:28]=4)(=[O:26])=[O:25])[C:16]4[N:17]=[CH:18][CH:19]=[C:20]([CH:21]=O)[C:15]=4[CH:14]=3)=[CH:10][N:11]([CH3:12])[C:6]2=[CH:5][C:4]=1[O:34][CH3:35].[CH3:36][N:37]1[CH2:42][CH2:41][N:40]([C:43]2[CH:50]=[CH:49][C:46]([CH2:47][NH2:48])=[CH:45][CH:44]=2)[CH2:39][CH2:38]1, predict the reaction product. The product is: [CH3:1][O:2][C:3]1[N:8]=[C:7]2[C:9]([C:13]3[N:23]([S:24]([C:27]4[CH:32]=[CH:31][C:30]([CH3:33])=[CH:29][CH:28]=4)(=[O:26])=[O:25])[C:16]4=[N:17][CH:18]=[CH:19][C:20]([CH2:21][NH:48][CH2:47][C:46]5[CH:45]=[CH:44][C:43]([N:40]6[CH2:39][CH2:38][N:37]([CH3:36])[CH2:42][CH2:41]6)=[CH:50][CH:49]=5)=[C:15]4[CH:14]=3)=[CH:10][N:11]([CH3:12])[C:6]2=[CH:5][C:4]=1[O:34][CH3:35]. (4) Given the reactants [CH3:1][N:2]1[CH2:7][CH2:6][C:5](=[O:8])[CH2:4][CH2:3]1.[Si](OS(C(F)(F)F)(=O)=O)(C)(C)C.[CH:21]1[CH:35]=[C:34]2[C:24]([CH:25](O)[C:26]3[C:31]([CH:32]=[CH:33]2)=[CH:30][CH:29]=[CH:28][CH:27]=3)=[CH:23][CH:22]=1.C(=O)(O)[O-].[Na+], predict the reaction product. The product is: [CH:30]1[C:31]2[CH:32]=[CH:33][C:34]3[CH:35]=[CH:21][CH:22]=[CH:23][C:24]=3[CH:25]([CH:4]3[C:5](=[O:8])[CH2:6][CH2:7][N:2]([CH3:1])[CH2:3]3)[C:26]=2[CH:27]=[CH:28][CH:29]=1. (5) The product is: [Cl:13][C:14]1[CH:15]=[CH:16][C:17]2[NH:23][C:22]3[CH:24]=[CH:25][CH:26]=[CH:27][C:21]=3[C:20]([N:28]3[CH2:33][CH2:32][N:31]([CH:1]=[O:2])[CH2:30][CH2:29]3)=[N:19][C:18]=2[CH:34]=1. Given the reactants [CH:1](OCC)=[O:2].C(N(CC)CC)C.[Cl:13][C:14]1[CH:15]=[CH:16][C:17]2[NH:23][C:22]3[CH:24]=[CH:25][CH:26]=[CH:27][C:21]=3[C:20]([N:28]3[CH2:33][CH2:32][NH:31][CH2:30][CH2:29]3)=[N:19][C:18]=2[CH:34]=1, predict the reaction product. (6) Given the reactants [CH3:1][O:2][C:3]1[CH:4]=[C:5]2[C:10](=[CH:11][C:12]=1[N+:13]([O-:15])=[O:14])[NH:9][C:8](=O)[CH2:7][CH2:6]2.[H-].[Na+].P(Cl)(OCC)(OCC)=O.[N+:28]([CH2:30][C:31]([O:33][CH2:34][CH3:35])=[O:32])#[C-:29].C(O)(=O)CC(CC(O)=O)(C(O)=O)O, predict the reaction product. The product is: [CH3:1][O:2][C:3]1[CH:4]=[C:5]2[C:10](=[CH:11][C:12]=1[N+:13]([O-:15])=[O:14])[N:9]1[CH:29]=[N:28][C:30]([C:31]([O:33][CH2:34][CH3:35])=[O:32])=[C:8]1[CH2:7][CH2:6]2.